Dataset: Forward reaction prediction with 1.9M reactions from USPTO patents (1976-2016). Task: Predict the product of the given reaction. (1) Given the reactants [NH2:1][C@H:2]([C:5]1[N:14]([C:15]2[CH:20]=[CH:19][CH:18]=[CH:17][CH:16]=2)[C:13](=[O:21])[C:12]2[C:7](=[CH:8][CH:9]=[CH:10][C:11]=2[F:22])[N:6]=1)[CH2:3][CH3:4].Cl[C:24]1[N:29]=[CH:28][N:27]=[C:26]([NH2:30])[C:25]=1[C:31]1[O:35][N:34]=[C:33]([CH3:36])[N:32]=1.CCN(C(C)C)C(C)C.CCOC(C)=O, predict the reaction product. The product is: [NH2:30][C:26]1[N:27]=[CH:28][N:29]=[C:24]([NH:1][C@H:2]([C:5]2[N:14]([C:15]3[CH:16]=[CH:17][CH:18]=[CH:19][CH:20]=3)[C:13](=[O:21])[C:12]3[C:7](=[CH:8][CH:9]=[CH:10][C:11]=3[F:22])[N:6]=2)[CH2:3][CH3:4])[C:25]=1[C:31]1[O:35][N:34]=[C:33]([CH3:36])[N:32]=1. (2) Given the reactants [CH2:1]1[CH:6]2[CH2:7][C:8]3([NH2:11])[CH2:10][CH:4]([CH2:5]2)[CH2:3][CH:2]1[CH2:9]3.[CH3:12][O:13][C:14]1[CH:22]=[C:21]2[C:17]([CH:18]=[C:19]([CH:23]=O)[NH:20]2)=[CH:16][CH:15]=1, predict the reaction product. The product is: [CH3:12][O:13][C:14]1[CH:22]=[C:21]2[C:17]([CH:18]=[C:19]([CH2:23][NH:11][C:8]34[CH2:10][CH:4]5[CH2:5][CH:6]([CH2:1][CH:2]([CH2:3]5)[CH2:9]3)[CH2:7]4)[NH:20]2)=[CH:16][CH:15]=1. (3) Given the reactants [C:1]([C:4]1[CH:12]=[CH:11][C:7]([C:8]([OH:10])=[O:9])=[CH:6][CH:5]=1)(=[O:3])[CH3:2].[N:13]1([C:19]2[N:24]=[C:23]([CH:25]=O)[CH:22]=[CH:21][CH:20]=2)[CH2:18][CH2:17][O:16][CH2:15][CH2:14]1.[OH-].[Na+].Cl, predict the reaction product. The product is: [N:13]1([C:19]2[N:24]=[C:23]([CH:25]=[CH:2][C:1]([C:4]3[CH:12]=[CH:11][C:7]([C:8]([OH:10])=[O:9])=[CH:6][CH:5]=3)=[O:3])[CH:22]=[CH:21][CH:20]=2)[CH2:14][CH2:15][O:16][CH2:17][CH2:18]1.